Task: Predict the reactants needed to synthesize the given product.. Dataset: Full USPTO retrosynthesis dataset with 1.9M reactions from patents (1976-2016) (1) Given the product [C:1]([N:5]1[C:9]([C:10]2[CH:15]=[CH:14][C:13]([F:16])=[CH:12][CH:11]=2)=[CH:8][C:7]([CH2:17][CH2:18][CH2:19][N:32]2[CH2:33][CH2:34][N:29]([C:24]3[CH:25]=[CH:26][C:27]([CH3:28])=[C:22]([CH3:21])[CH:23]=3)[CH2:30][CH2:31]2)=[N:6]1)([CH3:4])([CH3:3])[CH3:2], predict the reactants needed to synthesize it. The reactants are: [C:1]([N:5]1[C:9]([C:10]2[CH:15]=[CH:14][C:13]([F:16])=[CH:12][CH:11]=2)=[CH:8][C:7]([CH2:17][CH2:18][CH:19]=O)=[N:6]1)([CH3:4])([CH3:3])[CH3:2].[CH3:21][C:22]1[CH:23]=[C:24]([N:29]2[CH2:34][CH2:33][NH:32][CH2:31][CH2:30]2)[CH:25]=[CH:26][C:27]=1[CH3:28].CCN(C(C)C)C(C)C.[BH-](OC(C)=O)(OC(C)=O)OC(C)=O.[Na+]. (2) Given the product [Br:1][C:2]1[CH:7]=[CH:6][C:5]([C:8]2[N:34]=[C:23]([C:22]3[C:21]([F:20])=[CH:28][CH:27]=[CH:26][C:25]=3[F:29])[N:10]([OH:11])[C:9]=2[C:12]2[CH:13]=[CH:14][NH:15][C:30](=[O:33])[CH:31]=2)=[CH:4][CH:3]=1, predict the reactants needed to synthesize it. The reactants are: [Br:1][C:2]1[CH:7]=[CH:6][C:5]([C:8](=O)[C:9]([C:12]2C=C[N:15]=[C:14](F)[CH:13]=2)=[N:10][OH:11])=[CH:4][CH:3]=1.[F:20][C:21]1[CH:28]=[CH:27][CH:26]=[C:25]([F:29])[C:22]=1[CH:23]=O.[C:30]([O-:33])(=O)[CH3:31].[NH4+:34]. (3) Given the product [Br:1][C:2]1[CH:7]=[CH:6][C:5]([C:8](=[C:18]2[CH2:24][CH2:23][CH2:22][CH2:21][CH2:20][CH2:19]2)[C:10]2[CH:15]=[CH:14][C:13]([OH:16])=[C:12]([F:17])[CH:11]=2)=[CH:4][CH:3]=1, predict the reactants needed to synthesize it. The reactants are: [Br:1][C:2]1[CH:7]=[CH:6][C:5]([C:8]([C:10]2[CH:15]=[CH:14][C:13]([OH:16])=[C:12]([F:17])[CH:11]=2)=O)=[CH:4][CH:3]=1.[C:18]1(=O)[CH2:24][CH2:23][CH2:22][CH2:21][CH2:20][CH2:19]1.C([O-])([O-])=O.[K+].[K+]. (4) The reactants are: C([O:3][C:4](=[O:33])[CH:5]([C:26]1[CH:27]=[C:28]([CH3:32])[CH:29]=[CH:30][CH:31]=1)[CH2:6][C:7]1[CH:11]=[C:10]([C:12]2[CH:17]=[CH:16][C:15]([Br:18])=[CH:14][CH:13]=2)[N:9]([C:19]2[CH:24]=[CH:23][C:22]([CH3:25])=[CH:21][CH:20]=2)[N:8]=1)C.C(OC(=O)C(C1C=C(C)C=CC=1)CC#CC(C1C=CC(Br)=CC=1)=O)C.NN.C([O-])([O-])=O.[Cs+].[Cs+]. Given the product [Br:18][C:15]1[CH:16]=[CH:17][C:12]([C:10]2[N:9]([C:19]3[CH:20]=[CH:21][C:22]([CH3:25])=[CH:23][CH:24]=3)[N:8]=[C:7]([CH2:6][CH:5]([C:26]3[CH:27]=[C:28]([CH3:32])[CH:29]=[CH:30][CH:31]=3)[C:4]([OH:33])=[O:3])[CH:11]=2)=[CH:13][CH:14]=1, predict the reactants needed to synthesize it. (5) Given the product [I:1][C:2]1[C:10]2[C:5](=[N:6][CH:7]=[N:8][C:9]=2[NH2:11])[N:4]([CH2:15][C:16]2[C:17]([C:27]3[CH:32]=[CH:31][CH:30]=[CH:29][C:28]=3[CH3:33])=[N:18][C:19]3[C:24]([CH:25]=2)=[CH:23][CH:22]=[CH:21][C:20]=3[CH3:26])[N:3]=1, predict the reactants needed to synthesize it. The reactants are: [I:1][C:2]1[C:10]2[C:5](=[N:6][CH:7]=[N:8][C:9]=2[NH2:11])[NH:4][N:3]=1.[H-].[Na+].Cl[CH2:15][C:16]1[C:17]([C:27]2[CH:32]=[CH:31][CH:30]=[CH:29][C:28]=2[CH3:33])=[N:18][C:19]2[C:24]([CH:25]=1)=[CH:23][CH:22]=[CH:21][C:20]=2[CH3:26]. (6) The reactants are: [O:1]=C[C@@H]([C@H]([C@@H]([C@@H](CO)O)O)O)O.[Br:13][C:14]1[CH:15]=[N:16][C:17]([O:20][CH2:21][CH2:22][O:23][C:24]2[N:29]=[CH:28][N:27]=[C:26]([NH:30][S:31]([C:34]3[CH:39]=[CH:38][C:37]([C:40]([CH3:43])([CH3:42])[CH3:41])=[CH:36][CH:35]=3)(=[O:33])=[O:32])[C:25]=2[C:44]2[CH:49]=[CH:48][C:47]([CH3:50])=[CH:46][CH:45]=2)=[N:18][CH:19]=1. Given the product [Br:13][C:14]1[CH:19]=[N:18][C:17]([O:20][CH2:21][CH2:22][O:23][C:24]2[N:29]=[CH:28][N:27]=[C:26]([NH:30][S:31]([C:34]3[CH:39]=[CH:38][C:37]([C:40]([CH3:43])([CH3:42])[CH2:41][OH:1])=[CH:36][CH:35]=3)(=[O:32])=[O:33])[C:25]=2[C:44]2[CH:49]=[CH:48][C:47]([CH3:50])=[CH:46][CH:45]=2)=[N:16][CH:15]=1, predict the reactants needed to synthesize it. (7) Given the product [O:25]1[CH2:26][CH2:27][C@H:23]([N:15]([C:16]([O:17][C:18]([CH3:21])([CH3:20])[CH3:19])=[O:22])[NH2:6])[CH2:24]1, predict the reactants needed to synthesize it. The reactants are: CNN.O=C1C2C(=CC=CC=2)C(=O)[N:6]1[N:15]([C@H:23]1[CH2:27][CH2:26][O:25][CH2:24]1)[C:16](=[O:22])[O:17][C:18]([CH3:21])([CH3:20])[CH3:19]. (8) Given the product [NH2:9][C:8]1[CH:7]=[CH:6][C:5]([C:12]2[CH2:17][CH2:16][N:15]([CH2:18][C:19]([NH2:21])=[O:20])[CH2:14][CH:13]=2)=[CH:4][C:3]=1[O:2][CH3:1], predict the reactants needed to synthesize it. The reactants are: [CH3:1][O:2][C:3]1[CH:4]=[C:5]([C:12]2[CH2:13][CH2:14][N:15]([CH2:18][C:19]([NH2:21])=[O:20])[CH2:16][CH:17]=2)[CH:6]=[CH:7][C:8]=1[N+:9]([O-])=O.[Cl-].[NH4+].C(O)C.O. (9) Given the product [CH:6]1([CH2:5][CH:4]([C:11]2[CH:16]=[CH:15][C:14]([C:17]#[C:18][C:19]3[CH:20]=[N:21][CH:22]=[N:23][CH:24]=3)=[CH:13][CH:12]=2)[C:3]([OH:25])=[O:2])[CH2:10][CH2:9][CH2:8][CH2:7]1, predict the reactants needed to synthesize it. The reactants are: C[O:2][C:3](=[O:25])[CH:4]([C:11]1[CH:16]=[CH:15][C:14]([C:17]#[C:18][C:19]2[CH:20]=[N:21][CH:22]=[N:23][CH:24]=2)=[CH:13][CH:12]=1)[CH2:5][CH:6]1[CH2:10][CH2:9][CH2:8][CH2:7]1.O1CCCC1.[OH-].[Li+].